From a dataset of Reaction yield outcomes from USPTO patents with 853,638 reactions. Predict the reaction yield, written as a fraction of the theoretical maximum amount of product (1.0 means a 100% yield; for example, 0.34 means a 34% yield). (1) The reactants are [C:1]([OH:10])(=O)[C:2]1[C:3](=[CH:5][CH:6]=[CH:7][CH:8]=1)[SH:4].[CH3:11][Li]. The catalyst is O1CCCC1. The product is [SH:4][C:3]1[CH:5]=[CH:6][CH:7]=[CH:8][C:2]=1[C:1](=[O:10])[CH3:11]. The yield is 0.900. (2) The reactants are [C:1]([S-:3])#[N:2].[K+].N1C=CC=CC=1.[NH2:11][C:12]1[N:17]=[C:16]([S:18][C@H:19]([C:21]2[CH:26]=[CH:25][CH:24]=[CH:23][C:22]=2[F:27])[CH3:20])[N:15]=[C:14]([OH:28])[CH:13]=1.BrBr. The catalyst is CN(C=O)C.O. The product is [NH2:2][C:1]1[S:3][C:13]2[C:14]([OH:28])=[N:15][C:16]([S:18][C@H:19]([C:21]3[CH:26]=[CH:25][CH:24]=[CH:23][C:22]=3[F:27])[CH3:20])=[N:17][C:12]=2[N:11]=1. The yield is 0.810. (3) The reactants are [CH3:1][O:2][C:3]([C:5]1([C:8]2[CH:13]=[CH:12][C:11]([OH:14])=[C:10]([NH2:15])[CH:9]=2)[CH2:7][CH2:6]1)=[O:4].Cl[C:17](Cl)([O:19]C(=O)OC(Cl)(Cl)Cl)Cl.O. The catalyst is C1COCC1. The product is [CH3:1][O:2][C:3]([C:5]1([C:8]2[CH:13]=[CH:12][C:11]3[O:14][C:17](=[O:19])[NH:15][C:10]=3[CH:9]=2)[CH2:7][CH2:6]1)=[O:4]. The yield is 0.910. (4) The reactants are [C:1]1([CH3:21])[CH:6]=[C:5]([CH3:7])[CH:4]=[C:3]([CH3:8])[C:2]=1[C:9]1[N:14]=[C:13]([CH2:15][CH:16]([OH:20])[CH2:17][CH2:18][CH3:19])[CH:12]=[CH:11][CH:10]=1.C[N+]1([O-])CCOCC1. The catalyst is ClCCl.C(#N)C.[Ru]([O-])(=O)(=O)=O.C([N+](CCC)(CCC)CCC)CC. The product is [C:1]1([CH3:21])[CH:6]=[C:5]([CH3:7])[CH:4]=[C:3]([CH3:8])[C:2]=1[C:9]1[N:14]=[C:13]([CH2:15][C:16](=[O:20])[CH2:17][CH2:18][CH3:19])[CH:12]=[CH:11][CH:10]=1. The yield is 0.300. (5) The reactants are Br[C:2]1[CH:3]=[CH:4][C:5]([O:19][CH3:20])=[C:6]([CH:18]=1)[CH2:7][C:8]1[C:17]2[C:12](=[CH:13][CH:14]=[CH:15][CH:16]=2)[CH:11]=[CH:10][CH:9]=1.[B:21]1([B:21]2[O:25][C:24]([CH3:27])([CH3:26])[C:23]([CH3:29])([CH3:28])[O:22]2)[O:25][C:24]([CH3:27])([CH3:26])[C:23]([CH3:29])([CH3:28])[O:22]1.CC([O-])=O.[K+].O. The catalyst is CS(C)=O.COCCOC.CCO. The product is [CH3:20][O:19][C:5]1[CH:4]=[CH:3][C:2]([B:21]2[O:25][C:24]([CH3:27])([CH3:26])[C:23]([CH3:29])([CH3:28])[O:22]2)=[CH:18][C:6]=1[CH2:7][C:8]1[C:17]2[C:12](=[CH:13][CH:14]=[CH:15][CH:16]=2)[CH:11]=[CH:10][CH:9]=1. The yield is 0.666.